Dataset: Peptide-MHC class I binding affinity with 185,985 pairs from IEDB/IMGT. Task: Regression. Given a peptide amino acid sequence and an MHC pseudo amino acid sequence, predict their binding affinity value. This is MHC class I binding data. (1) The peptide sequence is LTPLCIAMRC. The MHC is Mamu-A01 with pseudo-sequence Mamu-A01. The binding affinity (normalized) is 0.739. (2) The peptide sequence is ITLYEYDHF. The MHC is HLA-B07:02 with pseudo-sequence HLA-B07:02. The binding affinity (normalized) is 0.0847. (3) The peptide sequence is MVMTTTANWL. The MHC is HLA-A68:02 with pseudo-sequence HLA-A68:02. The binding affinity (normalized) is 0.827. (4) The peptide sequence is RQLLWRYQI. The MHC is HLA-A02:01 with pseudo-sequence HLA-A02:01. The binding affinity (normalized) is 1.00. (5) The peptide sequence is FLFPDTRYV. The MHC is HLA-A02:03 with pseudo-sequence HLA-A02:03. The binding affinity (normalized) is 1.00. (6) The MHC is HLA-A30:01 with pseudo-sequence HLA-A30:01. The peptide sequence is RRVRRRVLV. The binding affinity (normalized) is 0.213. (7) The MHC is HLA-A69:01 with pseudo-sequence HLA-A69:01. The peptide sequence is EYYFRNEVF. The binding affinity (normalized) is 0.0847.